From a dataset of M1 muscarinic receptor antagonist screen with 61,756 compounds. Binary Classification. Given a drug SMILES string, predict its activity (active/inactive) in a high-throughput screening assay against a specified biological target. (1) The drug is O=C(NC1CCCC1)C(N(c1cc2OCOc2cc1)C(=O)CNC(=O)c1occc1)c1ccncc1. The result is 0 (inactive). (2) The molecule is Fc1ccc(NC(=O)c2nnn(Cc3ccc(OC)cc3)c2N)cc1. The result is 0 (inactive). (3) The molecule is O1c2c(OCC1)ccc(c2)CC(OCC(=O)NC(=O)NCCOC)=O. The result is 0 (inactive). (4) The molecule is s1c(NC(=O)c2c(OCC)cccc2)nnc1. The result is 0 (inactive).